Dataset: CYP1A2 inhibition data for predicting drug metabolism from PubChem BioAssay. Task: Regression/Classification. Given a drug SMILES string, predict its absorption, distribution, metabolism, or excretion properties. Task type varies by dataset: regression for continuous measurements (e.g., permeability, clearance, half-life) or binary classification for categorical outcomes (e.g., BBB penetration, CYP inhibition). Dataset: cyp1a2_veith. (1) The molecule is COC(=O)c1ccc(C(NC(=O)c2ccccc2)[C@]2(C)C[C@H]2C2CCCCC2)cc1. The result is 0 (non-inhibitor). (2) The result is 0 (non-inhibitor). The molecule is Cc1ccccc1C1C(C#N)=C2N=C(N)c3c(sc4c3CCCCC4)N2C2=C1C(=O)CC(C)(C)C2. (3) The compound is O=C(O)[C@@H]1CCCNC1. The result is 0 (non-inhibitor). (4) The compound is Clc1cccc(Nc2nnc(-c3ccccc3)c3ccccc23)c1. The result is 1 (inhibitor). (5) The drug is CCN(CC)CCC(=O)Nc1ccc2c(c1)N(C(=O)CN(CC)CC)c1ccccc1CC2.Cl.O. The result is 0 (non-inhibitor). (6) The molecule is C[N+](C)(C)c1nc(N)nc2c1ncn2[C@H]1O[C@@H](CO)[C@@H](O)[C@H]1O. The result is 0 (non-inhibitor). (7) The compound is Cc1ccc(N(C(=O)Cn2nnc(-c3ccc(F)cc3)n2)C(CC(C)C)C(=O)NCC2CCCO2)cc1. The result is 0 (non-inhibitor).